This data is from Catalyst prediction with 721,799 reactions and 888 catalyst types from USPTO. The task is: Predict which catalyst facilitates the given reaction. (1) Reactant: [CH3:1][C:2]1[C:3]([N+:16]([O-:18])=[O:17])=[C:4]([N:9]([CH2:13][CH2:14][CH3:15])C(=O)C)[C:5]([CH3:8])=[CH:6][CH:7]=1.OS(O)(=O)=O. Product: [CH3:1][C:2]1[C:3]([N+:16]([O-:18])=[O:17])=[C:4]([NH:9][CH2:13][CH2:14][CH3:15])[C:5]([CH3:8])=[CH:6][CH:7]=1. The catalyst class is: 6. (2) Reactant: Cl[C:2]1[CH:13]=[CH:12][C:5]([CH2:6][N:7](C)C(=O)C)=[CH:4][C:3]=1C=O.[CH:16]1(N)[CH2:18][CH2:17]1.[BH4-].[Na+]. Product: [CH3:17][CH2:16][CH2:18][CH2:12][CH2:13][CH2:2][CH2:3][CH2:4][CH2:5][CH2:6][NH2:7]. The catalyst class is: 1. (3) Reactant: [OH:1][C:2]([C:10]1[O:11][C:12]2[CH:18]=[CH:17][C:16]([CH2:19][C:20](O)=[O:21])=[CH:15][C:13]=2[CH:14]=1)([C:4]1[CH:9]=[CH:8][N:7]=[CH:6][CH:5]=1)[CH3:3].CN(C(ON1N=NC2C=CC=NC1=2)=[N+](C)C)C.F[P-](F)(F)(F)(F)F.CCN(C(C)C)C(C)C.[NH2:56][CH:57]([C:67]1[CH:72]=[CH:71][CH:70]=[CH:69][CH:68]=1)[C:58]1[CH:65]=[CH:64][C:61]([C:62]#[N:63])=[CH:60][C:59]=1[CH3:66]. Product: [C:62]([C:61]1[CH:64]=[CH:65][C:58]([CH:57]([C:67]2[CH:72]=[CH:71][CH:70]=[CH:69][CH:68]=2)[NH:56][C:20](=[O:21])[CH2:19][C:16]2[CH:17]=[CH:18][C:12]3[O:11][C:10]([C:2]([OH:1])([C:4]4[CH:9]=[CH:8][N:7]=[CH:6][CH:5]=4)[CH3:3])=[CH:14][C:13]=3[CH:15]=2)=[C:59]([CH3:66])[CH:60]=1)#[N:63]. The catalyst class is: 2. (4) Reactant: [CH3:1][C@@H:2]1[C@H:6]([OH:7])[C@@H:5]([CH2:8][OH:9])[O:4][C@H:3]1[N:10]1[CH:17]=[CH:16][C:14]([NH2:15])=[N:13][C:11]1=[S:12].C[Si](C)(C)Cl.[C:23](Cl)(=[O:30])[C:24]1[CH:29]=[CH:28][CH:27]=[CH:26][CH:25]=1.[OH-].[NH4+]. Product: [C:23]([NH:15][C:14]1[CH:16]=[CH:17][N:10]([C@@H:3]2[O:4][C@H:5]([CH2:8][OH:9])[C@@H:6]([OH:7])[C@H:2]2[CH3:1])[C:11](=[S:12])[N:13]=1)(=[O:30])[C:24]1[CH:29]=[CH:28][CH:27]=[CH:26][CH:25]=1. The catalyst class is: 858. (5) Reactant: [CH3:1][C:2]1([CH3:16])[CH:10]2[N:5]([CH2:6][CH:7]([C:11]([O:13]C)=[O:12])[CH2:8][CH2:9]2)[C:4](=[O:15])[CH2:3]1.O[Li].O. Product: [CH3:1][C:2]1([CH3:16])[CH:10]2[N:5]([CH2:6][CH:7]([C:11]([OH:13])=[O:12])[CH2:8][CH2:9]2)[C:4](=[O:15])[CH2:3]1. The catalyst class is: 24. (6) Reactant: Cl.[Cl:2][C:3]1[CH:4]=[C:5]([N:13]([CH2:23][CH3:24])[C@H:14]2[CH2:19][CH2:18][C@H:17]([N:20]([CH3:22])[CH3:21])[CH2:16][CH2:15]2)[C:6]([CH3:12])=[C:7]([CH:11]=1)[C:8](O)=[O:9].CCN(C(C)C)C(C)C.CN(C(ON1N=NC2C=CC=NC1=2)=[N+](C)C)C.F[P-](F)(F)(F)(F)F.[CH3:58][O:59][C:60]1[C:64]([CH2:65][NH2:66])=[C:63]([N:67]2[CH2:72][CH2:71][CH2:70][CH2:69][CH2:68]2)[N:62]([CH3:73])[N:61]=1. The catalyst class is: 3. Product: [Cl:2][C:3]1[CH:4]=[C:5]([N:13]([CH2:23][CH3:24])[C@H:14]2[CH2:19][CH2:18][C@H:17]([N:20]([CH3:22])[CH3:21])[CH2:16][CH2:15]2)[C:6]([CH3:12])=[C:7]([CH:11]=1)[C:8]([NH:66][CH2:65][C:64]1[C:60]([O:59][CH3:58])=[N:61][N:62]([CH3:73])[C:63]=1[N:67]1[CH2:72][CH2:71][CH2:70][CH2:69][CH2:68]1)=[O:9]. (7) Reactant: [NH2:1][C:2]1[C:3]([Cl:13])=[C:4]([C:9]([F:12])=[CH:10][CH:11]=1)[C:5]([O:7]C)=[O:6].C(N(CC)CC)C.[CH:21]1([CH2:24][S:25](Cl)(=[O:27])=[O:26])[CH2:23][CH2:22]1.[OH-].[Na+]. Product: [Cl:13][C:3]1[C:2]([NH:1][S:25]([CH2:24][CH:21]2[CH2:23][CH2:22]2)(=[O:27])=[O:26])=[CH:11][CH:10]=[C:9]([F:12])[C:4]=1[C:5]([OH:7])=[O:6]. The catalyst class is: 1. (8) Reactant: CN(C=O)C.[NH2:6][C:7]1[CH:12]=[CH:11][C:10]([CH2:13][CH2:14][OH:15])=[CH:9][CH:8]=1.CCN(C(C)C)C(C)C.[C:25]([Si:29](Cl)([C:36]1[CH:41]=[CH:40][CH:39]=[CH:38][CH:37]=1)[C:30]1[CH:35]=[CH:34][CH:33]=[CH:32][CH:31]=1)([CH3:28])([CH3:27])[CH3:26]. Product: [Si:29]([O:15][CH2:14][CH2:13][C:10]1[CH:11]=[CH:12][C:7]([NH2:6])=[CH:8][CH:9]=1)([C:25]([CH3:28])([CH3:27])[CH3:26])([C:36]1[CH:37]=[CH:38][CH:39]=[CH:40][CH:41]=1)[C:30]1[CH:35]=[CH:34][CH:33]=[CH:32][CH:31]=1. The catalyst class is: 25.